From a dataset of Reaction yield outcomes from USPTO patents with 853,638 reactions. Predict the reaction yield, written as a fraction of the theoretical maximum amount of product (1.0 means a 100% yield; for example, 0.34 means a 34% yield). The reactants are [CH3:1][O:2][C:3]1[CH:27]=[C:26]([O:28][CH3:29])[CH:25]=[CH:24][C:4]=1[CH2:5][N:6]([C:19]1[S:23][N:22]=[CH:21][N:20]=1)[S:7]([C:10]1[CH:15]=[C:14]([F:16])[C:13](F)=[CH:12][C:11]=1[F:18])(=[O:9])=[O:8].[C:30]1([C@H:36]2[CH2:41][CH2:40][CH2:39][CH2:38][C@@H:37]2[OH:42])[CH:35]=[CH:34][CH:33]=[CH:32][CH:31]=1.[H-].[Na+]. The catalyst is CS(C)=O. The product is [CH3:1][O:2][C:3]1[CH:27]=[C:26]([O:28][CH3:29])[CH:25]=[CH:24][C:4]=1[CH2:5][N:6]([C:19]1[S:23][N:22]=[CH:21][N:20]=1)[S:7]([C:10]1[CH:15]=[C:14]([F:16])[C:13]([O:42][C@H:37]2[CH2:38][CH2:39][CH2:40][CH2:41][C@@H:36]2[C:30]2[CH:31]=[CH:32][CH:33]=[CH:34][CH:35]=2)=[CH:12][C:11]=1[F:18])(=[O:8])=[O:9]. The yield is 0.330.